From a dataset of NCI-60 drug combinations with 297,098 pairs across 59 cell lines. Regression. Given two drug SMILES strings and cell line genomic features, predict the synergy score measuring deviation from expected non-interaction effect. (1) Drug 1: C1=CC(=C2C(=C1NCCNCCO)C(=O)C3=C(C=CC(=C3C2=O)O)O)NCCNCCO. Drug 2: C1CN(P(=O)(OC1)NCCCl)CCCl. Cell line: NCIH23. Synergy scores: CSS=53.2, Synergy_ZIP=-3.88, Synergy_Bliss=-5.27, Synergy_Loewe=-69.7, Synergy_HSA=-5.35. (2) Drug 1: CC(C)CN1C=NC2=C1C3=CC=CC=C3N=C2N. Drug 2: B(C(CC(C)C)NC(=O)C(CC1=CC=CC=C1)NC(=O)C2=NC=CN=C2)(O)O. Cell line: K-562. Synergy scores: CSS=30.6, Synergy_ZIP=-1.14, Synergy_Bliss=-3.38, Synergy_Loewe=-23.4, Synergy_HSA=-3.73. (3) Cell line: HOP-62. Synergy scores: CSS=31.6, Synergy_ZIP=-7.77, Synergy_Bliss=-9.52, Synergy_Loewe=-21.2, Synergy_HSA=-7.68. Drug 1: C1=C(C(=O)NC(=O)N1)F. Drug 2: C1CNP(=O)(OC1)N(CCCl)CCCl.